Dataset: Full USPTO retrosynthesis dataset with 1.9M reactions from patents (1976-2016). Task: Predict the reactants needed to synthesize the given product. (1) Given the product [C:2]1([C:12]2[N:20]3[C:15]([CH2:16][S:17][C:18]4[CH:24]=[CH:23][CH:22]=[CH:21][C:19]=43)=[C:14]([C:25]([O:27][CH2:28][CH3:29])=[O:26])[N:13]=2)[CH:7]=[CH:6][CH:5]=[CH:4][CH:3]=1, predict the reactants needed to synthesize it. The reactants are: I[C:2]1[CH:7]=[CH:6][CH:5]=[CH:4][CH:3]=1.C([O-])(=O)C.[CH:12]1[N:20]2[C:15]([CH2:16][S:17][C:18]3[CH:24]=[CH:23][CH:22]=[CH:21][C:19]=32)=[C:14]([C:25]([O:27][CH2:28][CH3:29])=[O:26])[N:13]=1. (2) Given the product [CH:14]1([C:13]2[C:7]3[O:6][CH:5]([CH2:4][NH2:1])[CH2:9][C:8]=3[CH:10]=[CH:11][CH:12]=2)[CH2:15][CH2:16][CH2:17][CH2:18]1, predict the reactants needed to synthesize it. The reactants are: [N:1]([CH2:4][CH:5]1[CH2:9][C:8]2[CH:10]=[CH:11][CH:12]=[C:13]([CH:14]3[CH2:18][CH2:17][CH2:16][CH2:15]3)[C:7]=2[O:6]1)=[N+]=[N-]. (3) The reactants are: [F:1][C:2]1[CH:3]=[C:4]2[C:8](=[CH:9][CH:10]=1)[NH:7][C:6](=[O:11])/[C:5]/2=[CH:12]\[C:13]1[NH:17][C:16]([CH3:18])=[C:15]([C:19](ON2C3=NC=CC=C3N=N2)=[O:20])[C:14]=1[CH3:31].[CH2:32]([N:34]([CH2:38][CH3:39])[CH2:35][CH2:36][NH2:37])[CH3:33]. Given the product [CH3:33][CH2:32][N:34]([CH2:35][CH2:36][NH:37][C:19]([C:15]1[C:14]([CH3:31])=[C:13](/[CH:12]=[C:5]2/[C:4]3[CH:3]=[C:2]([F:1])[CH:10]=[CH:9][C:8]=3[NH:7][C:6]/2=[O:11])[NH:17][C:16]=1[CH3:18])=[O:20])[CH2:38][CH3:39], predict the reactants needed to synthesize it. (4) Given the product [Cl:1][C:2]1[CH:3]=[CH:4][C:5]([OH:13])=[C:6]([C:8]2[C:9]([CH3:12])=[CH:10][N:25]([C:40]([C:39]3[CH:43]=[CH:44][CH:45]=[C:37]([S:34]([N:31]4[CH2:32][CH2:33][O:28][CH2:29][CH2:30]4)(=[O:36])=[O:35])[CH:38]=3)=[O:41])[N:24]=2)[CH:7]=1, predict the reactants needed to synthesize it. The reactants are: [Cl:1][C:2]1[CH:3]=[CH:4][C:5]([OH:13])=[C:6](/[CH:8]=[C:9](\[CH3:12])/[CH:10]=O)[CH:7]=1.CC1C=CC(S([NH:24][NH2:25])(=O)=O)=CC=1.[OH-].[Na+].[O:28]1[CH2:33][CH2:32][N:31]([S:34]([C:37]2[CH:38]=[C:39]([CH:43]=[CH:44][CH:45]=2)[C:40](Cl)=[O:41])(=[O:36])=[O:35])[CH2:30][CH2:29]1. (5) Given the product [C:7]([O-:16])(=[O:15])[C:8]1[C:9](=[CH:11][CH:12]=[CH:13][CH:14]=1)[OH:10].[CH2:31]([P+:22]([CH2:18][CH2:19][CH2:20][CH3:21])([CH2:23][CH2:24][CH2:25][CH3:26])[CH2:27][CH2:28][CH2:29][CH3:30])[CH2:32][CH2:33][CH3:34].[C:1]([OH:6])(=[O:5])[CH:2]([CH3:4])[OH:3], predict the reactants needed to synthesize it. The reactants are: [C:1]([OH:6])(=[O:5])[CH:2]([CH3:4])[OH:3].[C:7]([OH:16])(=[O:15])[C:8]1[C:9](=[CH:11][CH:12]=[CH:13][CH:14]=1)[OH:10].[OH-].[CH2:18]([P+:22]([CH2:31][CH2:32][CH2:33][CH3:34])([CH2:27][CH2:28][CH2:29][CH3:30])[CH2:23][CH2:24][CH2:25][CH3:26])[CH2:19][CH2:20][CH3:21].